Task: Predict which catalyst facilitates the given reaction.. Dataset: Catalyst prediction with 721,799 reactions and 888 catalyst types from USPTO (1) Reactant: [C:1]([Si:5]([CH3:15])([CH3:14])[O:6][C@H:7]1[CH2:12][CH2:11][C@H:10]([NH2:13])[CH2:9][CH2:8]1)([CH3:4])([CH3:3])[CH3:2].C(N(CC)CC)C.[C:23](Cl)(Cl)=[O:24].C1(C)C=CC=CC=1. Product: [C:1]([Si:5]([CH3:15])([CH3:14])[O:6][C@H:7]1[CH2:8][CH2:9][C@H:10]([N:13]=[C:23]=[O:24])[CH2:11][CH2:12]1)([CH3:4])([CH3:3])[CH3:2]. The catalyst class is: 4. (2) Reactant: [Cl:1][C:2]1[C:8]([Cl:9])=[CH:7][CH:6]=[CH:5][C:3]=1[NH2:4].[N:10]([O-])=O.[Na+].Cl[Sn]Cl. Product: [Cl:1][C:2]1[C:8]([Cl:9])=[CH:7][CH:6]=[CH:5][C:3]=1[NH:4][NH2:10]. The catalyst class is: 126.